From a dataset of Peptide-MHC class I binding affinity with 185,985 pairs from IEDB/IMGT. Regression. Given a peptide amino acid sequence and an MHC pseudo amino acid sequence, predict their binding affinity value. This is MHC class I binding data. (1) The peptide sequence is VQYENLKYTV. The MHC is HLA-A02:06 with pseudo-sequence HLA-A02:06. The binding affinity (normalized) is 0.620. (2) The peptide sequence is ATDFKFAMY. The MHC is HLA-B58:01 with pseudo-sequence HLA-B58:01. The binding affinity (normalized) is 0.0847. (3) The peptide sequence is EEIRRIWRQ. The MHC is HLA-B18:01 with pseudo-sequence HLA-B18:01. The binding affinity (normalized) is 0.158. (4) The peptide sequence is YIISTHYQF. The MHC is HLA-A29:02 with pseudo-sequence HLA-A29:02. The binding affinity (normalized) is 1.00. (5) The peptide sequence is VFAVLSIVNR. The MHC is HLA-A02:01 with pseudo-sequence HLA-A02:01. The binding affinity (normalized) is 0.121. (6) The peptide sequence is AIMATIQRK. The MHC is HLA-A03:01 with pseudo-sequence HLA-A03:01. The binding affinity (normalized) is 0.808. (7) The peptide sequence is KEAYCQEFFL. The MHC is HLA-B44:02 with pseudo-sequence HLA-B44:02. The binding affinity (normalized) is 0.422. (8) The peptide sequence is HPVQAGPIA. The MHC is HLA-B35:01 with pseudo-sequence HLA-B35:01. The binding affinity (normalized) is 1.00.